This data is from Full USPTO retrosynthesis dataset with 1.9M reactions from patents (1976-2016). The task is: Predict the reactants needed to synthesize the given product. (1) Given the product [CH3:47][N:4]1[C:5](=[O:46])[C:6]2[C:7]3[C:15]4[CH:14]=[CH:13][CH:12]=[CH:11][C:10]=4[NH:9][C:8]=3[CH2:16][CH2:17][CH2:18][CH2:19][CH2:20][CH2:21][CH2:22][CH2:23][CH2:24][CH2:25][CH2:26][CH2:27][C:28]3[NH:29][C:30]4[CH:31]=[CH:32][CH:33]=[CH:34][C:35]=4[C:36]=3[C:37]3[C:38](=[O:45])[N:39]([CH3:44])[C:40](=[O:43])[C:41]=3[N:57]3[CH2:58][CH2:59][N:54]([CH2:55][CH2:56]3)[C:2]=2[C:3]1=[O:48], predict the reactants needed to synthesize it. The reactants are: Br[C:2]1[C:3](=[O:48])[N:4]([CH3:47])[C:5](=[O:46])[C:6]=1[C:7]1[C:15]2[C:10](=[CH:11][CH:12]=[CH:13][CH:14]=2)[NH:9][C:8]=1[CH2:16][CH2:17][CH2:18][CH2:19][CH2:20][CH2:21][CH2:22][CH2:23][CH2:24][CH2:25][CH2:26][CH2:27][C:28]1[NH:29][C:30]2[C:35]([C:36]=1[C:37]1[C:38](=[O:45])[N:39]([CH3:44])[C:40](=[O:43])[C:41]=1Br)=[CH:34][CH:33]=[CH:32][CH:31]=2.CN(C=O)C.[NH:54]1[CH2:59][CH2:58][NH:57][CH2:56][CH2:55]1. (2) Given the product [CH3:1][C:16]1[CH:15]=[C:26]([CH3:27])[CH:25]=[CH:24][C:17]=1[O:18][CH2:19][CH2:20][C:21]([OH:23])=[O:22], predict the reactants needed to synthesize it. The reactants are: [CH3:1]C1C=C(C)C=CC=1OCCC#N.C[C:15]1[CH:16]=[C:17]([CH:24]=[CH:25][C:26]=1[CH3:27])[O:18][CH2:19][CH2:20][C:21]([OH:23])=[O:22].